Task: Predict the reactants needed to synthesize the given product.. Dataset: Full USPTO retrosynthesis dataset with 1.9M reactions from patents (1976-2016) (1) Given the product [CH2:28]([CH:32]1[CH2:37][CH2:36][N:35]([CH2:1][CH2:2][CH2:3][N:12]2[C:21]3[C:16](=[CH:17][CH:18]=[CH:19][CH:20]=3)[CH2:15][CH2:14][CH2:13]2)[CH2:34][CH2:33]1)[CH2:29][CH2:30][CH3:31], predict the reactants needed to synthesize it. The reactants are: [CH2:1]([Li])[CH2:2][CH2:3]C.CCCCCC.[NH:12]1[C:21]2[C:16](=[CH:17][CH:18]=[CH:19][CH:20]=2)[CH2:15][CH2:14][CH2:13]1.C([O-])([O-])=O.[K+].[K+].[CH2:28]([CH:32]1[CH2:37][CH2:36][NH:35][CH2:34][CH2:33]1)[CH2:29][CH2:30][CH3:31]. (2) Given the product [Br:26][C:25]1[C:20]([N:16]2[CH2:17][CH2:18][CH2:19][C@@H:14]([NH:13][CH2:10][CH2:9][O:8][Si:1]([C:4]([CH3:5])([CH3:6])[CH3:7])([CH3:2])[CH3:3])[CH2:15]2)=[C:21]2[C:29]([NH:30][C:31](=[O:40])[C:32]3[CH:37]=[CH:36][C:35]([F:38])=[C:34]([Cl:39])[CH:33]=3)=[CH:28][NH:27][C:22]2=[N:23][CH:24]=1, predict the reactants needed to synthesize it. The reactants are: [Si:1]([O:8][CH2:9][CH:10]=O)([C:4]([CH3:7])([CH3:6])[CH3:5])([CH3:3])[CH3:2].Cl.[NH2:13][C@@H:14]1[CH2:19][CH2:18][CH2:17][N:16]([C:20]2[C:25]([Br:26])=[CH:24][N:23]=[C:22]3[NH:27][CH:28]=[C:29]([NH:30][C:31](=[O:40])[C:32]4[CH:37]=[CH:36][C:35]([F:38])=[C:34]([Cl:39])[CH:33]=4)[C:21]=23)[CH2:15]1.CCN(C(C)C)C(C)C.C(OC)(OC)OC.[BH4-].[Na+].C([O-])(O)=O.[Na+]. (3) The reactants are: [C:1]([O:5][C:6]([N:8]1[CH2:13][CH2:12][CH:11]([NH:14][C:15]2[CH:20]=[CH:19][C:18]([C:21]#[N:22])=[CH:17][CH:16]=2)[CH2:10][CH2:9]1)=[O:7])([CH3:4])([CH3:3])[CH3:2].C[Si]([N-][Si](C)(C)C)(C)C.[K+].Br[CH2:34][C:35]1[CH:39]=[CH:38][S:37][CH:36]=1. Given the product [C:1]([O:5][C:6]([N:8]1[CH2:9][CH2:10][CH:11]([N:14]([C:15]2[CH:20]=[CH:19][C:18]([C:21]#[N:22])=[CH:17][CH:16]=2)[CH2:34][C:35]2[CH:39]=[CH:38][S:37][CH:36]=2)[CH2:12][CH2:13]1)=[O:7])([CH3:4])([CH3:2])[CH3:3], predict the reactants needed to synthesize it. (4) The reactants are: [CH2:1]([CH:3]([CH2:42][CH2:43][CH2:44][CH3:45])[CH2:4][N:5]1[C:17]2[CH:16]=[CH:15][C:14]3[CH:18]=[C:19]([C:22](=O)[C:23]4[C:28]([CH3:29])=[CH:27][C:26]([CH3:30])=[CH:25][C:24]=4[CH3:31])[CH:20]=[CH:21][C:13]=3[C:12]=2[C:11]2[CH:10]=[C:9]([C:33]([C:35]3[CH:40]=[CH:39][CH:38]=[CH:37][C:36]=3[CH3:41])=O)[CH:8]=[CH:7][C:6]1=2)[CH3:2].[Cl-].[OH:47][NH3+:48].[OH2:49]. Given the product [CH2:1]([CH:3]([CH2:42][CH2:43][CH2:44][CH3:45])[CH2:4][N:5]1[C:17]2[CH:16]=[CH:15][C:14]3[CH:18]=[C:19]([C:22](=[O:49])[C:23]4[C:28]([CH3:29])=[CH:27][C:26]([CH3:30])=[CH:25][C:24]=4[CH3:31])[CH:20]=[CH:21][C:13]=3[C:12]=2[C:11]2[CH:10]=[C:9]([C:33]([C:35]3[CH:40]=[CH:39][CH:38]=[CH:37][C:36]=3[CH3:41])=[N:48][OH:47])[CH:8]=[CH:7][C:6]1=2)[CH3:2], predict the reactants needed to synthesize it. (5) Given the product [Cl:16][C:12]1[CH:13]=[C:14]2[C:9](=[C:10]([C:17]#[C:18][C:19]3[CH:20]=[CH:21][C:22]([CH3:25])=[CH:23][CH:24]=3)[CH:11]=1)[O:8][CH:7]([C:26]([F:29])([F:27])[F:28])[C:6]([C:4]([OH:5])=[O:3])=[CH:15]2, predict the reactants needed to synthesize it. The reactants are: C([O:3][C:4]([C:6]1[CH:7]([C:26]([F:29])([F:28])[F:27])[O:8][C:9]2[C:14]([CH:15]=1)=[CH:13][C:12]([Cl:16])=[CH:11][C:10]=2[C:17]#[C:18][C:19]1[CH:24]=[CH:23][C:22]([CH3:25])=[CH:21][CH:20]=1)=[O:5])C.C1COCC1.CCO.O.O[Li].O.Cl. (6) Given the product [F:1][C:2]1[N:7]=[CH:6][C:5]([C:8]([N:10]2[CH2:15][CH2:14][CH2:13][C@H:12]([N:25]3[N:26]=[N:27][C:23]([C:17]4[CH:22]=[CH:21][CH:20]=[CH:19][CH:18]=4)=[N:24]3)[CH2:11]2)=[O:9])=[CH:4][CH:3]=1, predict the reactants needed to synthesize it. The reactants are: [F:1][C:2]1[N:7]=[CH:6][C:5]([C:8]([N:10]2[CH2:15][CH2:14][CH2:13][C@@H:12](O)[CH2:11]2)=[O:9])=[CH:4][CH:3]=1.[C:17]1([C:23]2[NH:27][N:26]=[N:25][N:24]=2)[CH:22]=[CH:21][CH:20]=[CH:19][CH:18]=1.